Task: Predict which catalyst facilitates the given reaction.. Dataset: Catalyst prediction with 721,799 reactions and 888 catalyst types from USPTO (1) Reactant: [O:1]=[C:2]1[C:7]2[O:8][C:9]([C:17]3[CH:22]=[CH:21][C:20]([C:23]4([NH:27][C:28](=[O:34])[O:29][C:30]([CH3:33])([CH3:32])[CH3:31])[CH2:26][CH2:25][CH2:24]4)=[CH:19][CH:18]=3)=[C:10]([C:11]3[CH:16]=[CH:15][CH:14]=[CH:13][CH:12]=3)[C:6]=2[CH:5]=[CH:4][NH:3]1.[CH2:35](O)[CH2:36][CH2:37][OH:38].C1(P(C2C=CC=CC=2)C2C=CC=CC=2)C=CC=CC=1.N(C(OCC)=O)=NC(OCC)=O. Product: [OH:38][CH2:37][CH2:36][CH2:35][N:3]1[CH:4]=[CH:5][C:6]2[C:10]([C:11]3[CH:12]=[CH:13][CH:14]=[CH:15][CH:16]=3)=[C:9]([C:17]3[CH:22]=[CH:21][C:20]([C:23]4([NH:27][C:28](=[O:34])[O:29][C:30]([CH3:31])([CH3:33])[CH3:32])[CH2:24][CH2:25][CH2:26]4)=[CH:19][CH:18]=3)[O:8][C:7]=2[C:2]1=[O:1]. The catalyst class is: 384. (2) Reactant: [O:1]1[C:10]2[C:5](=[CH:6][C:7]([C:11]3[C:16]([CH2:17][OH:18])=[C:15]([CH3:19])[N:14]=[C:13]4[NH:20][CH:21]=[CH:22][C:12]=34)=[CH:8][CH:9]=2)[CH2:4][CH2:3][CH2:2]1.C1C=C[NH+]=CC=1.[O-][Cr](Cl)(=O)=O. Product: [O:1]1[C:10]2[C:5](=[CH:6][C:7]([C:11]3[C:16]([CH:17]=[O:18])=[C:15]([CH3:19])[N:14]=[C:13]4[NH:20][CH:21]=[CH:22][C:12]=34)=[CH:8][CH:9]=2)[CH2:4][CH2:3][CH2:2]1. The catalyst class is: 4. (3) Reactant: [CH:1]1([C:4]([N:6]([C:14]2[CH:19]=[C:18]([O:20][C:21]3[C:26]([CH3:27])=[CH:25][C:24]([N+:28]([O-:30])=[O:29])=[CH:23][N:22]=3)[CH:17]=[CH:16][N:15]=2)C(=O)OC(C)(C)C)=[O:5])[CH2:3][CH2:2]1.FC(F)(F)C(O)=O. The catalyst class is: 2. Product: [CH3:27][C:26]1[C:21]([O:20][C:18]2[CH:17]=[CH:16][N:15]=[C:14]([NH:6][C:4]([CH:1]3[CH2:3][CH2:2]3)=[O:5])[CH:19]=2)=[N:22][CH:23]=[C:24]([N+:28]([O-:30])=[O:29])[CH:25]=1. (4) Reactant: [C:1](Cl)(=O)[C:2]([Cl:4])=[O:3].[NH2:7][S:8]([C:11]1[C:12]([Cl:35])=[CH:13][C:14]([NH:28][CH2:29][C:30]2[O:31][CH:32]=[CH:33][CH:34]=2)=[C:15]([CH:27]=1)[C:16]([O:18][CH2:19][CH2:20]CC(OCC)=O)=[O:17])(=[O:10])=[O:9]. Product: [NH2:7][S:8]([C:11]1[C:12]([Cl:35])=[CH:13][C:14]([NH:28][CH2:29][C:30]2[O:31][CH:32]=[CH:33][CH:34]=2)=[C:15]([CH:27]=1)[C:16]([O:18][CH2:19][CH2:20][CH2:1][C:2]([Cl:4])=[O:3])=[O:17])(=[O:9])=[O:10]. The catalyst class is: 4. (5) Product: [O:21]=[S:17]1(=[O:20])[CH2:18][CH2:19][N:14]2[CH:13]3[CH2:12][CH2:11][C:10]([CH2:9][OH:8])([C:15]2=[N:16]1)[CH2:23][CH2:22]3. Reactant: C([O:8][CH2:9][C:10]12[CH2:23][CH2:22][CH:13]([N:14]3[CH2:19][CH2:18][S:17](=[O:21])(=[O:20])[N:16]=[C:15]31)[CH2:12][CH2:11]2)C1C=CC=CC=1. The catalyst class is: 352.